Dataset: Reaction yield outcomes from USPTO patents with 853,638 reactions. Task: Predict the reaction yield, written as a fraction of the theoretical maximum amount of product (1.0 means a 100% yield; for example, 0.34 means a 34% yield). The reactants are F[C:2]1[CH:7]=[C:6]([N+:8]([O-:10])=[O:9])[CH:5]=[C:4]([I:11])[CH:3]=1.C(=O)([O-])[O-].[K+].[K+].[CH3:18][NH:19][CH3:20].O. The catalyst is CS(C)=O. The product is [I:11][C:4]1[CH:3]=[C:2]([CH:7]=[C:6]([N+:8]([O-:10])=[O:9])[CH:5]=1)[N:19]([CH3:20])[CH3:18]. The yield is 0.590.